From a dataset of NCI-60 drug combinations with 297,098 pairs across 59 cell lines. Regression. Given two drug SMILES strings and cell line genomic features, predict the synergy score measuring deviation from expected non-interaction effect. (1) Drug 1: CN1CCC(CC1)COC2=C(C=C3C(=C2)N=CN=C3NC4=C(C=C(C=C4)Br)F)OC. Drug 2: COC1=NC(=NC2=C1N=CN2C3C(C(C(O3)CO)O)O)N. Cell line: ACHN. Synergy scores: CSS=18.0, Synergy_ZIP=-7.05, Synergy_Bliss=2.25, Synergy_Loewe=-14.5, Synergy_HSA=3.47. (2) Drug 1: CC1=C(C(CCC1)(C)C)C=CC(=CC=CC(=CC(=O)O)C)C. Drug 2: CC1C(C(CC(O1)OC2CC(CC3=C2C(=C4C(=C3O)C(=O)C5=C(C4=O)C(=CC=C5)OC)O)(C(=O)CO)O)N)O.Cl. Cell line: T-47D. Synergy scores: CSS=30.6, Synergy_ZIP=2.24, Synergy_Bliss=5.66, Synergy_Loewe=-4.78, Synergy_HSA=4.44. (3) Drug 1: C1CCC(CC1)NC(=O)N(CCCl)N=O. Drug 2: CCC(=C(C1=CC=CC=C1)C2=CC=C(C=C2)OCCN(C)C)C3=CC=CC=C3.C(C(=O)O)C(CC(=O)O)(C(=O)O)O. Cell line: UACC-257. Synergy scores: CSS=1.86, Synergy_ZIP=0.978, Synergy_Bliss=4.05, Synergy_Loewe=-0.271, Synergy_HSA=-0.129. (4) Drug 1: CC1=C(C=C(C=C1)NC(=O)C2=CC=C(C=C2)CN3CCN(CC3)C)NC4=NC=CC(=N4)C5=CN=CC=C5. Drug 2: CC1=C(N=C(N=C1N)C(CC(=O)N)NCC(C(=O)N)N)C(=O)NC(C(C2=CN=CN2)OC3C(C(C(C(O3)CO)O)O)OC4C(C(C(C(O4)CO)O)OC(=O)N)O)C(=O)NC(C)C(C(C)C(=O)NC(C(C)O)C(=O)NCCC5=NC(=CS5)C6=NC(=CS6)C(=O)NCCC[S+](C)C)O. Cell line: HS 578T. Synergy scores: CSS=23.3, Synergy_ZIP=-3.89, Synergy_Bliss=-3.97, Synergy_Loewe=-0.386, Synergy_HSA=0.304. (5) Drug 1: CC(C)(C#N)C1=CC(=CC(=C1)CN2C=NC=N2)C(C)(C)C#N. Drug 2: CN(CCCl)CCCl.Cl. Cell line: RXF 393. Synergy scores: CSS=6.83, Synergy_ZIP=0.489, Synergy_Bliss=4.94, Synergy_Loewe=1.77, Synergy_HSA=2.06. (6) Drug 1: C1=NC2=C(N1)C(=S)N=C(N2)N. Drug 2: C1=NNC2=C1C(=O)NC=N2. Cell line: SW-620. Synergy scores: CSS=9.36, Synergy_ZIP=-5.93, Synergy_Bliss=-1.03, Synergy_Loewe=-19.3, Synergy_HSA=-2.99. (7) Drug 1: C1CN1P(=S)(N2CC2)N3CC3. Drug 2: C1=CC=C(C(=C1)C(C2=CC=C(C=C2)Cl)C(Cl)Cl)Cl. Cell line: HOP-62. Synergy scores: CSS=8.87, Synergy_ZIP=-4.42, Synergy_Bliss=-1.55, Synergy_Loewe=-9.80, Synergy_HSA=0.202.